Dataset: Forward reaction prediction with 1.9M reactions from USPTO patents (1976-2016). Task: Predict the product of the given reaction. (1) Given the reactants [ClH:1].[OH:2][C:3]1[C:16]2[C:15](=[O:17])[C:14]3[C:9](=[C:10]([O:18][CH3:19])[CH:11]=[CH:12][CH:13]=3)[O:8][C:7]=2[CH:6]=[C:5]([O:20][CH2:21][CH:22]2[CH2:24][O:23]2)[CH:4]=1, predict the reaction product. The product is: [Cl:1][CH2:24][CH:22]([OH:23])[CH2:21][O:20][C:5]1[CH:4]=[C:3]([OH:2])[C:16]2[C:15](=[O:17])[C:14]3[C:9]([O:8][C:7]=2[CH:6]=1)=[C:10]([O:18][CH3:19])[CH:11]=[CH:12][CH:13]=3. (2) Given the reactants [CH3:1][C:2]1[NH:6][N:5]=[C:4]([C:7]2[CH:12]=[CH:11][CH:10]=[CH:9][CH:8]=2)[CH:3]=1.[I-:13].[Na+].II.C([O-])([O-])=O.[K+].[K+], predict the reaction product. The product is: [I:13][C:3]1[C:2]([CH3:1])=[N:6][NH:5][C:4]=1[C:7]1[CH:8]=[CH:9][CH:10]=[CH:11][CH:12]=1. (3) Given the reactants [ClH:1].Cl.[Cl:3]C1SC=C(C([C:17]2([OH:23])[CH2:22][CH2:21][CH2:20][CH2:19][CH2:18]2)CN2CCNCC2)C=1.Cl, predict the reaction product. The product is: [ClH:3].[ClH:1].[CH:17]1([OH:23])[CH2:22][CH2:21][CH2:20][CH2:19][CH2:18]1. (4) Given the reactants [F:1][C:2]1[CH:3]=[C:4]([CH:8]=[C:9]([F:12])[C:10]=1F)[C:5]([OH:7])=[O:6].[CH2:13]([OH:15])[CH3:14].[H-].[Na+], predict the reaction product. The product is: [CH2:13]([O:15][C:10]1[C:9]([F:12])=[CH:8][C:4]([C:5]([OH:7])=[O:6])=[CH:3][C:2]=1[F:1])[CH3:14]. (5) Given the reactants [C:1]1([C:7]2([C:13]3[CH:18]=[CH:17][C:16]([OH:19])=[CH:15][CH:14]=3)[CH2:12][CH2:11][CH2:10][CH2:9][CH2:8]2)[CH:6]=[CH:5][CH:4]=[CH:3][CH:2]=1.[H-].[Na+].[CH3:22]I, predict the reaction product. The product is: [CH3:22][O:19][C:16]1[CH:15]=[CH:14][C:13]([C:7]2([C:1]3[CH:2]=[CH:3][CH:4]=[CH:5][CH:6]=3)[CH2:8][CH2:9][CH2:10][CH2:11][CH2:12]2)=[CH:18][CH:17]=1. (6) Given the reactants [Cl:1][C:2]1[C:3]2[C:10]3[CH2:11][CH2:12][NH:13][CH2:14][C:9]=3[S:8][C:4]=2[N:5]=[CH:6][N:7]=1.Cl.[CH3:16][N:17]([CH3:24])[CH2:18]/[CH:19]=[CH:20]/[C:21](O)=[O:22].CCN=C=NCCCN(C)C.C(N(C(C)C)CC)(C)C, predict the reaction product. The product is: [Cl:1][C:2]1[C:3]2[C:10]3[CH2:11][CH2:12][N:13]([C:21](=[O:22])/[CH:20]=[CH:19]/[CH2:18][N:17]([CH3:24])[CH3:16])[CH2:14][C:9]=3[S:8][C:4]=2[N:5]=[CH:6][N:7]=1. (7) Given the reactants Br[C:2]1[C:3]([OH:15])=[C:4]([C:12]([OH:14])=[O:13])[C:5]2[N:6]=[CH:7][CH:8]=[N:9][C:10]=2[CH:11]=1.[Cl:16][C:17]1[CH:22]=[CH:21][CH:20]=[CH:19][C:18]=1B(O)O.C(=O)([O-])[O-].[K+].[K+].Cl, predict the reaction product. The product is: [Cl:16][C:17]1[CH:22]=[CH:21][CH:20]=[CH:19][C:18]=1[C:2]1[C:3]([OH:15])=[C:4]([C:12]([OH:14])=[O:13])[C:5]2[N:6]=[CH:7][CH:8]=[N:9][C:10]=2[CH:11]=1. (8) The product is: [CH3:1][C:2]1[CH:7]=[CH:6][C:5]([S:8]([N:11]2[C@H:20]([CH2:21][CH2:22][CH2:23][N:25]3[CH2:26][CH2:27][O:28][CH2:29][CH2:30]3)[CH2:19][C:18]3[C:13](=[CH:14][CH:15]=[CH:16][CH:17]=3)[CH2:12]2)(=[O:10])=[O:9])=[CH:4][CH:3]=1. Given the reactants [CH3:1][C:2]1[CH:7]=[CH:6][C:5]([S:8]([N:11]2[C@H:20]([CH2:21][CH2:22][C:23]([N:25]3[CH2:30][CH2:29][O:28][CH2:27][CH2:26]3)=O)[CH2:19][C:18]3[C:13](=[CH:14][CH:15]=[CH:16][CH:17]=3)[CH2:12]2)(=[O:10])=[O:9])=[CH:4][CH:3]=1.[H-].[H-].[H-].[H-].[Li+].[Al+3].O.[OH-].[Na+], predict the reaction product. (9) Given the reactants [N:1]1([C:7]([O:9][C:10]([CH3:13])([CH3:12])[CH3:11])=[O:8])[CH2:6][CH2:5][S:4][CH2:3][CH2:2]1.C[OH:15], predict the reaction product. The product is: [C:10]([O:9][C:7]([N:1]1[CH2:2][C:3](=[O:15])[S:4][CH2:5][CH2:6]1)=[O:8])([CH3:13])([CH3:12])[CH3:11].